From a dataset of Forward reaction prediction with 1.9M reactions from USPTO patents (1976-2016). Predict the product of the given reaction. (1) Given the reactants [OH-].[Na+].[Cl:3][C:4]1[CH:9]=[CH:8][CH:7]=[CH:6][C:5]=1[CH2:10][C:11]([NH:13][NH2:14])=O.[CH3:15][O:16][C:17]1[CH:22]=[CH:21][C:20]([CH3:23])=[CH:19][C:18]=1[N:24]=[C:25]=[S:26], predict the reaction product. The product is: [Cl:3][C:4]1[CH:9]=[CH:8][CH:7]=[CH:6][C:5]=1[CH2:10][C:11]1[N:24]([C:18]2[CH:19]=[C:20]([CH3:23])[CH:21]=[CH:22][C:17]=2[O:16][CH3:15])[C:25](=[S:26])[NH:14][N:13]=1. (2) Given the reactants [CH3:1][C:2]1[C:6]([CH2:7][OH:8])=[C:5]([CH3:9])[O:4][N:3]=1.[O:10]=[S:11]1(=[O:34])[C:15]2[CH:16]=[CH:17][CH:18]=[CH:19][C:14]=2[C:13]([NH:20][C@@H:21]([CH2:26][C:27]2[CH:32]=[CH:31][C:30](O)=[CH:29][CH:28]=2)[C:22]([O:24][CH3:25])=[O:23])=[N:12]1.C1(P(C2C=CC=CC=2)C2C=CC=CC=2)C=CC=CC=1.CCOC(/N=N/C(OCC)=O)=O, predict the reaction product. The product is: [O:10]=[S:11]1(=[O:34])[C:15]2[CH:16]=[CH:17][CH:18]=[CH:19][C:14]=2[C:13]([NH:20][C@@H:21]([CH2:26][C:27]2[CH:32]=[CH:31][C:30]([O:8][CH2:7][C:6]3[C:2]([CH3:1])=[N:3][O:4][C:5]=3[CH3:9])=[CH:29][CH:28]=2)[C:22]([O:24][CH3:25])=[O:23])=[N:12]1. (3) Given the reactants C([O:3][C:4](=[O:12])[C:5]1[CH:10]=[CH:9][CH:8]=[C:7](Br)[CH:6]=1)C.[Cl:13][C:14]1[C:22]([Cl:23])=[C:21]2[C:17]([CH2:18][C:19]([CH:26]3[CH2:30][CH2:29][CH2:28][CH2:27]3)([CH3:25])[C:20]2=[O:24])=[CH:16][C:15]=1[OH:31], predict the reaction product. The product is: [Cl:13][C:14]1[C:22]([Cl:23])=[C:21]2[C:17]([CH2:18][C:19]([CH:26]3[CH2:30][CH2:29][CH2:28][CH2:27]3)([CH3:25])[C:20]2=[O:24])=[CH:16][C:15]=1[O:31][CH2:4][C:5]1[CH:6]=[C:7]([C:7]2[CH:8]=[CH:9][CH:10]=[C:5]([C:4]([OH:3])=[O:12])[CH:6]=2)[CH:8]=[CH:9][CH:10]=1. (4) Given the reactants Cl[C:2]1[C:3]([C:8]#N)=[N:4][CH:5]=[CH:6][CH:7]=1.C[Mg]Br.Cl.[SH:14][CH2:15][C:16]([O:18][CH2:19][CH3:20])=[O:17].[C:21](=O)([O-])[O-].[K+].[K+], predict the reaction product. The product is: [CH3:21][C:8]1[C:3]2=[N:4][CH:5]=[CH:6][CH:7]=[C:2]2[S:14][C:15]=1[C:16]([O:18][CH2:19][CH3:20])=[O:17]. (5) The product is: [CH3:11][O:12][CH:13]([O:16][CH3:17])[CH2:14][NH:15][C:1](=[O:3])[CH3:2]. Given the reactants [C:1](Cl)(=[O:3])[CH3:2].C(OCC)(=O)C.[CH3:11][O:12][CH:13]([O:16][CH3:17])[CH2:14][NH2:15].C(N(CC)CC)C, predict the reaction product.